The task is: Predict the product of the given reaction.. This data is from Forward reaction prediction with 1.9M reactions from USPTO patents (1976-2016). Given the reactants Br[C:2]1[CH:7]=[CH:6][C:5]([N:8]2[C:12]([CH2:13][C@@H:14]3[CH2:18][CH2:17][N:16]([C:19]([CH:21]4[CH2:23][CH2:22]4)=[O:20])[CH2:15]3)=[N:11][NH:10][C:9]2=[O:24])=[C:4]([CH3:25])[CH:3]=1.[F:26][C:27]1[CH:32]=[CH:31][C:30](B(O)O)=[CH:29][CH:28]=1.C([O-])([O-])=O.[K+].[K+].O1CCOCC1, predict the reaction product. The product is: [CH:21]1([C:19]([N:16]2[CH2:17][CH2:18][C@@H:14]([CH2:13][C:12]3[N:8]([C:5]4[CH:6]=[CH:7][C:2]([C:30]5[CH:31]=[CH:32][C:27]([F:26])=[CH:28][CH:29]=5)=[CH:3][C:4]=4[CH3:25])[C:9](=[O:24])[NH:10][N:11]=3)[CH2:15]2)=[O:20])[CH2:23][CH2:22]1.